Task: Predict the reactants needed to synthesize the given product.. Dataset: Full USPTO retrosynthesis dataset with 1.9M reactions from patents (1976-2016) (1) Given the product [CH2:9]([NH:8][C:7]1[C:2]([NH2:1])=[N:3][CH:4]=[CH:5][CH:6]=1)[CH3:10], predict the reactants needed to synthesize it. The reactants are: [NH2:1][C:2]1[C:7]([NH:8][C:9](=O)[CH3:10])=[CH:6][CH:5]=[CH:4][N:3]=1.[H-].[Al+3].[Li+].[H-].[H-].[H-]. (2) Given the product [N:14]([C:12]1[CH:11]=[N:10][N:9]([CH2:8][CH2:7][C:4]2[CH:5]=[CH:6][N:1]=[CH:2][CH:3]=2)[CH:13]=1)=[N+:19]=[N-:20], predict the reactants needed to synthesize it. The reactants are: [N:1]1[CH:6]=[CH:5][C:4]([CH2:7][CH2:8][N:9]2[CH:13]=[C:12]([NH2:14])[CH:11]=[N:10]2)=[CH:3][CH:2]=1.N([O-])=O.[Na+].[N-:19]=[N+:20]=[N-].[Na+].[OH-].[Na+]. (3) The reactants are: [N+:1]([C:4]1[CH:12]=[CH:11][CH:10]=[C:9]2[C:5]=1[CH2:6][N:7]([CH2:14][CH2:15][CH:16]1[CH2:21][CH2:20][N:19]([C:22]([O:24][C:25]([CH3:28])([CH3:27])[CH3:26])=[O:23])[CH2:18][CH2:17]1)[C:8]2=[O:13])([O-])=O. Given the product [NH2:1][C:4]1[CH:12]=[CH:11][CH:10]=[C:9]2[C:5]=1[CH2:6][N:7]([CH2:14][CH2:15][CH:16]1[CH2:21][CH2:20][N:19]([C:22]([O:24][C:25]([CH3:28])([CH3:27])[CH3:26])=[O:23])[CH2:18][CH2:17]1)[C:8]2=[O:13], predict the reactants needed to synthesize it. (4) Given the product [NH:1]1[C:5]2=[N:6][CH:7]=[CH:8][CH:9]=[C:4]2[CH2:3][CH2:2]1, predict the reactants needed to synthesize it. The reactants are: [NH:1]1[C:5]2=[N:6][CH:7]=[CH:8][CH:9]=[C:4]2[CH:3]=[CH:2]1.[OH-].[Na+]. (5) Given the product [ClH:24].[C:1]([C:4]1[O:8][C:7]([C:9]2[C:17]3[C:12](=[CH:13][CH:14]=[CH:15][CH:16]=3)[N:11]([C:25]3[N:30]=[C:29]([C:31]([F:34])([F:33])[F:32])[CH:28]=[CH:27][N:26]=3)[N:10]=2)=[CH:6][CH:5]=1)([OH:3])=[O:2], predict the reactants needed to synthesize it. The reactants are: [C:1]([C:4]1[O:8][C:7]([C:9]2[C:17]3[C:12](=[CH:13][CH:14]=[CH:15][CH:16]=3)[NH:11][N:10]=2)=[CH:6][CH:5]=1)([OH:3])=[O:2].CC(C)([O-])C.[K+].[Cl:24][C:25]1[N:30]=[C:29]([C:31]([F:34])([F:33])[F:32])[CH:28]=[CH:27][N:26]=1.Cl.